Regression. Given two drug SMILES strings and cell line genomic features, predict the synergy score measuring deviation from expected non-interaction effect. From a dataset of NCI-60 drug combinations with 297,098 pairs across 59 cell lines. (1) Drug 1: CC1=C2C(C(=O)C3(C(CC4C(C3C(C(C2(C)C)(CC1OC(=O)C(C(C5=CC=CC=C5)NC(=O)OC(C)(C)C)O)O)OC(=O)C6=CC=CC=C6)(CO4)OC(=O)C)OC)C)OC. Drug 2: C1=CC(=CC=C1CCCC(=O)O)N(CCCl)CCCl. Cell line: SF-295. Synergy scores: CSS=61.1, Synergy_ZIP=-5.36, Synergy_Bliss=-8.57, Synergy_Loewe=-5.85, Synergy_HSA=-3.28. (2) Drug 1: CC1=C2C(C(=O)C3(C(CC4C(C3C(C(C2(C)C)(CC1OC(=O)C(C(C5=CC=CC=C5)NC(=O)OC(C)(C)C)O)O)OC(=O)C6=CC=CC=C6)(CO4)OC(=O)C)OC)C)OC. Drug 2: CC1CCCC2(C(O2)CC(NC(=O)CC(C(C(=O)C(C1O)C)(C)C)O)C(=CC3=CSC(=N3)C)C)C. Cell line: NCI-H522. Synergy scores: CSS=39.3, Synergy_ZIP=-4.46, Synergy_Bliss=-9.24, Synergy_Loewe=-11.3, Synergy_HSA=-8.49.